The task is: Predict the reactants needed to synthesize the given product.. This data is from Full USPTO retrosynthesis dataset with 1.9M reactions from patents (1976-2016). (1) Given the product [Br:26][CH2:20][C:7]([C:6]1[C:2]([Br:1])=[N:3][N:4]([CH2:10][C:11]2[CH:16]=[CH:15][C:14]([O:17][CH3:18])=[CH:13][CH:12]=2)[CH:5]=1)=[O:8], predict the reactants needed to synthesize it. The reactants are: [Br:1][C:2]1[C:6]([C:7](Cl)=[O:8])=[CH:5][N:4]([CH2:10][C:11]2[CH:16]=[CH:15][C:14]([O:17][CH3:18])=[CH:13][CH:12]=2)[N:3]=1.[Si](C=[N+]=[N-])(C)(C)[CH3:20].[BrH:26].CC(O)=O. (2) Given the product [F:29][C:30]1[C:31]([F:40])=[C:32]([F:39])[C:33]([F:38])=[C:34]([F:37])[C:35]=1[O:36][P:1]([NH:12][C@@H:13]([CH3:21])[C:14]([O:16][CH2:17][CH2:18][CH2:19][CH3:20])=[O:15])([O:3][C:4]1[CH:9]=[CH:8][CH:7]=[CH:6][CH:5]=1)=[O:2], predict the reactants needed to synthesize it. The reactants are: [P:1](Cl)(Cl)([O:3][C:4]1[CH:9]=[CH:8][CH:7]=[CH:6][CH:5]=1)=[O:2].[NH2:12][C@@H:13]([CH3:21])[C:14]([O:16][CH2:17][CH2:18][CH2:19][CH3:20])=[O:15].C(N(CC)CC)C.[F:29][C:30]1[C:35]([OH:36])=[C:34]([F:37])[C:33]([F:38])=[C:32]([F:39])[C:31]=1[F:40]. (3) Given the product [C:22]([O:21][C:19](=[O:20])[NH:18][C:15]1[CH:16]=[CH:17][C:9]([CH:5]([CH2:34][CH:33]=[CH2:32])[CH2:6][CH:7]=[CH2:8])=[C:10]2[C:14]=1[C:13](=[O:26])[N:12]([CH3:27])[CH2:11]2)([CH3:25])([CH3:24])[CH3:23], predict the reactants needed to synthesize it. The reactants are: C(O[CH:5]([C:9]1[CH:17]=[CH:16][C:15]([NH:18][C:19]([O:21][C:22]([CH3:25])([CH3:24])[CH3:23])=[O:20])=[C:14]2[C:10]=1[CH2:11][N:12]([CH3:27])[C:13]2=[O:26])[CH2:6][CH:7]=[CH2:8])(=O)C.[Br-].[Br-].[Br-].[In+3].[CH2:32]([Si](C)(C)C)[CH:33]=[CH2:34]. (4) Given the product [Cl:1][C:2]1[CH:3]=[CH:4][C:5]2[N:11]([CH2:12][C:13]([CH3:17])([CH3:16])[CH2:14][OH:15])[C:10](=[O:18])[C@H:9]([CH2:19][C:20]([NH:35][CH2:36][CH2:37][C:38]3[O:39][CH:40]=[CH:41][C:42]=3[C:43]([O:45][CH3:46])=[O:44])=[O:22])[O:8][C@@H:7]([C:23]3[CH:28]=[CH:27][CH:26]=[C:25]([O:29][CH3:30])[C:24]=3[O:31][CH3:32])[C:6]=2[CH:33]=1, predict the reactants needed to synthesize it. The reactants are: [Cl:1][C:2]1[CH:3]=[CH:4][C:5]2[N:11]([CH2:12][C:13]([CH3:17])([CH3:16])[CH2:14][OH:15])[C:10](=[O:18])[C@H:9]([CH2:19][C:20]([OH:22])=O)[O:8][C@@H:7]([C:23]3[CH:28]=[CH:27][CH:26]=[C:25]([O:29][CH3:30])[C:24]=3[O:31][CH3:32])[C:6]=2[CH:33]=1.Cl.[NH2:35][CH2:36][CH2:37][C:38]1[O:39][CH:40]=[CH:41][C:42]=1[C:43]([O:45][CH3:46])=[O:44].P(C#N)(OCC)(OCC)=O.C(N(CC)CC)C. (5) Given the product [N:23]1([CH2:2][CH2:3][CH2:4][O:5][C:6]2[CH:11]=[CH:10][C:9](/[CH:12]=[CH:13]/[C:14]3[O:15][C:16]4[CH:22]=[CH:21][CH:20]=[CH:19][C:17]=4[N:18]=3)=[CH:8][CH:7]=2)[CH2:28][CH2:27][CH2:26][CH2:25][CH2:24]1, predict the reactants needed to synthesize it. The reactants are: Cl[CH2:2][CH2:3][CH2:4][O:5][C:6]1[CH:11]=[CH:10][C:9](/[CH:12]=[CH:13]/[C:14]2[O:15][C:16]3[CH:22]=[CH:21][CH:20]=[CH:19][C:17]=3[N:18]=2)=[CH:8][CH:7]=1.[NH:23]1[CH2:28][CH2:27][CH2:26][CH2:25][CH2:24]1.Cl. (6) Given the product [OH-:4].[Na+:8].[C:11](=[O:12])([OH:4])[O-:7].[Na+:8].[Cl-:1].[K+:2].[B:3], predict the reactants needed to synthesize it. The reactants are: [Cl-:1].[K+:2].[B:3](O)(O)[OH:4].[OH-:7].[Na+:8].C([CH:11]=[O:12])=O. (7) The reactants are: [CH2:1]([O:3][C:4]([C:6]1[C:10]([CH3:11])=[C:9]([NH:12][C:13](=[O:21])[C:14]2[CH:19]=[CH:18][CH:17]=[CH:16][C:15]=2[Cl:20])[N:8](C(C)(C)C)[N:7]=1)=[O:5])[CH3:2]. Given the product [CH2:1]([O:3][C:4]([C:6]1[C:10]([CH3:11])=[C:9]([NH:12][C:13](=[O:21])[C:14]2[CH:19]=[CH:18][CH:17]=[CH:16][C:15]=2[Cl:20])[NH:8][N:7]=1)=[O:5])[CH3:2], predict the reactants needed to synthesize it. (8) Given the product [N+:18]([C:21]1[CH:22]=[CH:23][C:24]([S:27]([NH:6][CH:5]([CH2:7][C:8]2[C:16]3[C:11](=[CH:12][CH:13]=[CH:14][CH:15]=3)[NH:10][CH:9]=2)[C:4]([O:3][CH3:2])=[O:17])(=[O:29])=[O:28])=[CH:25][CH:26]=1)([O-:20])=[O:19], predict the reactants needed to synthesize it. The reactants are: Cl.[CH3:2][O:3][C:4](=[O:17])[CH:5]([CH2:7][C:8]1[C:16]2[C:11](=[CH:12][CH:13]=[CH:14][CH:15]=2)[NH:10][CH:9]=1)[NH2:6].[N+:18]([C:21]1[CH:26]=[CH:25][C:24]([S:27](Cl)(=[O:29])=[O:28])=[CH:23][CH:22]=1)([O-:20])=[O:19]. (9) Given the product [CH3:16][O:17][C:18]1[CH:23]=[CH:22][C:21]([O:24][C:2]2[C:3]([CH3:15])=[CH:4][C:5]([N+:12]([O-:14])=[O:13])=[C:6]([CH2:8][C:9]([NH2:11])=[O:10])[CH:7]=2)=[CH:20][CH:19]=1, predict the reactants needed to synthesize it. The reactants are: F[C:2]1[C:3]([CH3:15])=[CH:4][C:5]([N+:12]([O-:14])=[O:13])=[C:6]([CH2:8][C:9]([NH2:11])=[O:10])[CH:7]=1.[CH3:16][O:17][C:18]1[CH:23]=[CH:22][C:21]([OH:24])=[CH:20][CH:19]=1.C([O-])([O-])=O.[K+].[K+]. (10) Given the product [Br:24][C:21]1[CH:22]=[CH:23][C:18]([C:16](=[O:17])[CH2:15][N:7]2[CH:11]=[CH:10][CH:9]=[C:8]2[C:12]#[N:13])=[CH:19][CH:20]=1, predict the reactants needed to synthesize it. The reactants are: C(=O)([O-])[O-].[K+].[K+].[NH:7]1[CH:11]=[CH:10][CH:9]=[C:8]1[C:12]#[N:13].Br[CH2:15][C:16]([C:18]1[CH:23]=[CH:22][C:21]([Br:24])=[CH:20][CH:19]=1)=[O:17].